This data is from Catalyst prediction with 721,799 reactions and 888 catalyst types from USPTO. The task is: Predict which catalyst facilitates the given reaction. (1) Reactant: [O:1]=[C:2]([NH:7][C:8]1[CH:13]=[CH:12][C:11]([O:14][C:15]([F:18])([F:17])[F:16])=[CH:10][CH:9]=1)[CH2:3][C:4]([OH:6])=O.C1C=CC(P(C2C=CC=CC=2)C2C=CC=CC=2)=CC=1.ClC(Cl)(Cl)C#N.[NH2:44][C:45]([C:57]1[CH:62]=[CH:61][C:60]([O:63][CH2:64][CH2:65][CH2:66][C:67]([F:70])([F:69])[F:68])=[CH:59][CH:58]=1)([CH3:56])[CH2:46][C:47]([C:49]1[CH:54]=[CH:53][C:52]([CH3:55])=[CH:51][CH:50]=1)=[O:48].N1C=CC=CC=1. Product: [O:48]=[C:47]([C:49]1[CH:54]=[CH:53][C:52]([CH3:55])=[CH:51][CH:50]=1)[CH2:46][C:45]([NH:44][C:4](=[O:6])[CH2:3][C:2]([NH:7][C:8]1[CH:13]=[CH:12][C:11]([O:14][C:15]([F:18])([F:17])[F:16])=[CH:10][CH:9]=1)=[O:1])([C:57]1[CH:58]=[CH:59][C:60]([O:63][CH2:64][CH2:65][CH2:66][C:67]([F:68])([F:69])[F:70])=[CH:61][CH:62]=1)[CH3:56]. The catalyst class is: 2. (2) Reactant: [NH2:1][C:2]1[C:3]([Br:12])=[C:4]([CH:9]=[CH:10][CH:11]=1)[C:5]([O:7][CH3:8])=[O:6].[C:13]1(=O)[CH2:17][CH2:16][CH2:15][CH2:14]1.C(O)(=O)C.C([BH3-])#N.[Na+]. Product: [Br:12][C:3]1[C:2]([NH:1][CH:13]2[CH2:17][CH2:16][CH2:15][CH2:14]2)=[CH:11][CH:10]=[CH:9][C:4]=1[C:5]([O:7][CH3:8])=[O:6]. The catalyst class is: 5. (3) Reactant: [F:1][C:2]1[CH:26]=[CH:25][CH:24]=[CH:23][C:3]=1[CH2:4][N:5]1[C:9]2=[N:10][C:11]([C:14]([F:17])([F:16])[F:15])=[CH:12][CH:13]=[C:8]2[C:7]([C:18]([O:20]CC)=O)=[N:6]1.C([NH2:29])=O.C[O-].[Na+]. Product: [F:1][C:2]1[CH:26]=[CH:25][CH:24]=[CH:23][C:3]=1[CH2:4][N:5]1[C:9]2=[N:10][C:11]([C:14]([F:15])([F:17])[F:16])=[CH:12][CH:13]=[C:8]2[C:7]([C:18]([NH2:29])=[O:20])=[N:6]1. The catalyst class is: 357. (4) Reactant: C(O[C:6](=O)[N:7]([CH:9]([CH2:35][CH:36]1[CH2:41][CH2:40][CH2:39][O:38][CH2:37]1)[CH2:10][NH:11][C:12](=[O:34])[C:13]1[CH:18]=[CH:17][CH:16]=[C:15]([CH:19]([O:26][CH2:27][CH2:28][NH:29][C:30](OC)=[O:31])[C:20]2[CH:25]=[CH:24][CH:23]=[CH:22][CH:21]=2)[CH:14]=1)C)(C)(C)C.[O:43]1CCO[CH2:45][CH2:44]1. Product: [CH3:6][NH:7][C@@H:9]([CH2:35][C@H:36]1[CH2:41][CH2:40][CH2:39][O:38][CH2:37]1)[CH2:10][NH:11][C:12]([C:13]1[CH:14]=[C:15]([CH:19]([C:20]2[CH:21]=[CH:22][CH:23]=[CH:24][CH:25]=2)[O:26][CH2:27][CH2:28][NH:29][C:30](=[O:31])[O:43][CH2:44][CH3:45])[CH:16]=[CH:17][CH:18]=1)=[O:34]. The catalyst class is: 33.